Task: Predict the product of the given reaction.. Dataset: Forward reaction prediction with 1.9M reactions from USPTO patents (1976-2016) (1) Given the reactants C(=O)([O-])[O-].[K+].[K+].[C:7](Cl)(=[O:16])[O:8][CH2:9][C:10]1[CH:15]=[CH:14][CH:13]=[CH:12][CH:11]=1.[Cl:18][C:19]1[CH:33]=[CH:32][C:22]([C:23]([N:25]2[CH2:30][CH2:29][CH2:28][C@@H:27]([NH2:31])[CH2:26]2)=[O:24])=[CH:21][CH:20]=1.[Cl-].[Na+], predict the reaction product. The product is: [Cl:18][C:19]1[CH:33]=[CH:32][C:22]([C:23]([N:25]2[CH2:30][CH2:29][CH2:28][C@@H:27]([NH:31][C:7]([O:8][CH2:9][C:10]3[CH:15]=[CH:14][CH:13]=[CH:12][CH:11]=3)=[O:16])[CH2:26]2)=[O:24])=[CH:21][CH:20]=1. (2) Given the reactants [F:1][C:2]1[C:3]([CH3:15])=[C:4]([N:8]2[C:12]([NH2:13])=[CH:11][C:10]([CH3:14])=[N:9]2)[CH:5]=[CH:6][CH:7]=1.CCOCC.[CH3:21][O:22][C:23](=[O:31])[C:24]1[CH:29]=[CH:28][CH:27]=[CH:26][C:25]=1Br.C(=O)([O-])[O-].[Cs+].[Cs+], predict the reaction product. The product is: [CH3:21][O:22][C:23](=[O:31])[C:24]1[CH:29]=[CH:28][CH:27]=[CH:26][C:25]=1[NH:13][C:12]1[N:8]([C:4]2[CH:5]=[CH:6][CH:7]=[C:2]([F:1])[C:3]=2[CH3:15])[N:9]=[C:10]([CH3:14])[CH:11]=1. (3) Given the reactants [Cl:1][C:2]1[CH:21]=[CH:20][C:5]([CH2:6][NH:7][C:8]([C:10]2[CH:11]=[CH:12][C:13]3[S:17][CH:16]=[CH:15][C:14]=3[C:18]=2[OH:19])=[O:9])=[CH:4][CH:3]=1.[Cl-].[CH2:23]=[N+:24]1[CH2:29][CH2:28][O:27][CH2:26][CH2:25]1.C(=O)(O)[O-].[Na+], predict the reaction product. The product is: [Cl:1][C:2]1[CH:3]=[CH:4][C:5]([CH2:6][NH:7][C:8]([C:10]2[CH:11]=[CH:12][C:13]3[S:17][C:16]([CH2:23][N:24]4[CH2:29][CH2:28][O:27][CH2:26][CH2:25]4)=[CH:15][C:14]=3[C:18]=2[OH:19])=[O:9])=[CH:20][CH:21]=1. (4) Given the reactants [N+:1]([C:4]1[CH:5]=[CH:6][C:7]([N:10]2[CH2:14][CH2:13][CH:12]([OH:15])[CH2:11]2)=[N:8][CH:9]=1)([O-:3])=[O:2].[H-].[Na+].I[CH3:19], predict the reaction product. The product is: [CH3:19][O:15][CH:12]1[CH2:13][CH2:14][N:10]([C:7]2[CH:6]=[CH:5][C:4]([N+:1]([O-:3])=[O:2])=[CH:9][N:8]=2)[CH2:11]1. (5) The product is: [Br:29][C:16]1[C:17]([O:19][CH3:20])=[CH:18][C:11]2[NH:10][C:9](=[O:21])[CH:8]([C:6]([O:5][C:1]([CH3:4])([CH3:3])[CH3:2])=[O:7])[CH2:14][CH2:13][C:12]=2[CH:15]=1. Given the reactants [C:1]([O:5][C:6]([CH:8]1[CH2:14][CH2:13][C:12]2[CH:15]=[CH:16][C:17]([O:19][CH3:20])=[CH:18][C:11]=2[NH:10][C:9]1=[O:21])=[O:7])([CH3:4])([CH3:3])[CH3:2].C1C(=O)N([Br:29])C(=O)C1, predict the reaction product.